From a dataset of Reaction yield outcomes from USPTO patents with 853,638 reactions. Predict the reaction yield, written as a fraction of the theoretical maximum amount of product (1.0 means a 100% yield; for example, 0.34 means a 34% yield). (1) The reactants are O=P(Cl)(Cl)[Cl:3].[C:6]([C:10]1[N:15]=[C:14](O)[C:13]([C:17]([O:19][CH2:20][CH3:21])=[O:18])=[CH:12][N:11]=1)([CH3:9])([CH3:8])[CH3:7]. The catalyst is C(N(CC)CC)C. The product is [C:6]([C:10]1[N:15]=[C:14]([Cl:3])[C:13]([C:17]([O:19][CH2:20][CH3:21])=[O:18])=[CH:12][N:11]=1)([CH3:9])([CH3:8])[CH3:7]. The yield is 0.850. (2) The reactants are C([Zn][CH2:4][CH3:5])C.[NH2:6][C:7]1[CH:12]=[CH:11][C:10](Br)=[CH:9][N:8]=1.C(Cl)Cl.[Na+].[Cl-]. The catalyst is O1CCOCC1.C1C=CC(P(C2C=CC=CC=2)[C-]2C=CC=C2)=CC=1.C1C=CC(P(C2C=CC=CC=2)[C-]2C=CC=C2)=CC=1.Cl[Pd]Cl.[Fe+2]. The product is [NH2:6][C:7]1[CH:12]=[CH:11][C:10]([CH2:4][CH3:5])=[CH:9][N:8]=1. The yield is 0.990.